Dataset: Full USPTO retrosynthesis dataset with 1.9M reactions from patents (1976-2016). Task: Predict the reactants needed to synthesize the given product. (1) Given the product [Br-:11].[CH2:12]([N+:2]([CH3:1])([CH2:9][CH3:10])[C:3]1[CH:8]=[CH:7][CH:6]=[CH:5][CH:4]=1)[CH2:13][CH3:14], predict the reactants needed to synthesize it. The reactants are: [CH3:1][N:2]([CH2:9][CH3:10])[C:3]1[CH:8]=[CH:7][CH:6]=[CH:5][CH:4]=1.[Br:11][CH2:12][CH2:13][CH3:14]. (2) The reactants are: C(O[C:5]1[N:10]=[C:9]([C:11]([N:13]2[CH2:18][CH2:17][N:16]([C:19]([O:21][C:22]([CH3:25])([CH3:24])[CH3:23])=[O:20])[CH2:15][CH2:14]2)=[O:12])[C:8](C)=[CH:7][CH:6]=1)(=O)C.[OH-:27].[K+].[CH3:29]O. Given the product [OH:27][CH2:29][C:5]1[N:10]=[C:9]([C:11]([N:13]2[CH2:14][CH2:15][N:16]([C:19]([O:21][C:22]([CH3:23])([CH3:24])[CH3:25])=[O:20])[CH2:17][CH2:18]2)=[O:12])[CH:8]=[CH:7][CH:6]=1, predict the reactants needed to synthesize it. (3) Given the product [NH2:8][C:9]1[N:17]=[CH:16][N:15]=[C:14]2[C:10]=1[NH:11][C:12](=[O:33])[N:13]2[C:18]1[CH:19]=[C:20]([NH:25][C:26](=[O:32])[O:27][C:28]([CH3:29])([CH3:31])[CH3:30])[CH:21]=[C:22]([CH3:24])[CH:23]=1, predict the reactants needed to synthesize it. The reactants are: C([N:8](CC1C=CC=CC=1)[C:9]1[N:17]=[CH:16][N:15]=[C:14]2[C:10]=1[NH:11][C:12](=[O:33])[N:13]2[C:18]1[CH:19]=[C:20]([NH:25][C:26](=[O:32])[O:27][C:28]([CH3:31])([CH3:30])[CH3:29])[CH:21]=[C:22]([CH3:24])[CH:23]=1)C1C=CC=CC=1.Cl. (4) Given the product [O:2]=[C:3]1[CH2:8][CH2:7][N:6]([C:9]2[CH:14]=[CH:13][C:12]([N:15]3[CH2:19][C@H:18]([CH2:20][CH2:21][C:22]([NH2:24])=[O:23])[O:17][C:16]3=[O:25])=[CH:11][CH:10]=2)[CH2:5][CH:4]1[F:26], predict the reactants needed to synthesize it. The reactants are: C[O:2][C:3]1(OC)[CH2:8][CH2:7][N:6]([C:9]2[CH:14]=[CH:13][C:12]([N:15]3[CH2:19][C@H:18]([CH2:20][CH2:21][C:22]([NH2:24])=[O:23])[O:17][C:16]3=[O:25])=[CH:11][CH:10]=2)[CH2:5][CH:4]1[F:26].CSC.C(Cl)(=O)C. (5) Given the product [Cl:1][C:2]1[C:10]([Cl:11])=[C:9]2[C:5]([CH2:6][C:7]([CH:14]3[CH2:18][CH2:17][CH2:16][CH2:15]3)([CH3:13])[C:8]2=[O:12])=[CH:4][C:3]=1[CH2:19][CH2:20][C:21]1[CH:22]=[CH:23][C:24]([C:27]2[N:28]=[N:29][NH:30][N:31]=2)=[CH:25][CH:26]=1, predict the reactants needed to synthesize it. The reactants are: [Cl:1][C:2]1[C:10]([Cl:11])=[C:9]2[C:5]([CH2:6][C:7]([CH:14]3[CH2:18][CH2:17][CH2:16][CH2:15]3)([CH3:13])[C:8]2=[O:12])=[CH:4][C:3]=1[C:19]#[C:20][C:21]1[CH:26]=[CH:25][C:24]([C:27]2[N:28]=[N:29][NH:30][N:31]=2)=[CH:23][CH:22]=1.